This data is from Full USPTO retrosynthesis dataset with 1.9M reactions from patents (1976-2016). The task is: Predict the reactants needed to synthesize the given product. (1) Given the product [Br:7][C:6]1[C:5]([CH2:8][CH2:9][CH2:10][CH2:11][CH2:12][CH2:13][CH2:14][CH2:15][CH2:16][CH2:17][CH2:18][CH3:19])=[CH:4][S:3][CH:2]=1, predict the reactants needed to synthesize it. The reactants are: Br[C:2]1[S:3][C:4](Br)=[C:5]([CH2:8][CH2:9][CH2:10][CH2:11][CH2:12][CH2:13][CH2:14][CH2:15][CH2:16][CH2:17][CH2:18][CH3:19])[C:6]=1[Br:7].O1CCCC1.C([Li])CCC.O. (2) Given the product [CH3:1][S:2]([CH2:5][C:6]1[CH:11]=[CH:10][C:9]([C:12]2[CH:13]=[C:14]3[CH2:20][CH:19]([CH:21]4[CH2:26][CH2:25][N:24]([CH2:32][C:29]5([C:28]([F:39])([F:38])[F:27])[CH2:31][CH2:30]5)[CH2:23][CH2:22]4)[O:18][C:15]3=[CH:16][N:17]=2)=[CH:8][CH:7]=1)(=[O:4])=[O:3], predict the reactants needed to synthesize it. The reactants are: [CH3:1][S:2]([CH2:5][C:6]1[CH:11]=[CH:10][C:9]([C:12]2[CH:13]=[C:14]3[CH2:20][CH:19]([CH:21]4[CH2:26][CH2:25][NH:24][CH2:23][CH2:22]4)[O:18][C:15]3=[CH:16][N:17]=2)=[CH:8][CH:7]=1)(=[O:4])=[O:3].[F:27][C:28]([F:39])([F:38])[C:29]1([CH2:32]OS(C)(=O)=O)[CH2:31][CH2:30]1.